From a dataset of Forward reaction prediction with 1.9M reactions from USPTO patents (1976-2016). Predict the product of the given reaction. (1) Given the reactants Br[C:2]1[N:7]=[C:6]([C:8]([O:10][CH3:11])=[O:9])[C:5](Cl)=[N:4][CH:3]=1.[CH3:13][C:14]1[CH:15]=[N:16][CH:17]=[C:18](B(O)O)[CH:19]=1.C([O-])([O-])=O.[Cs+].[Cs+].O.C([Sn](CCCC)(CCCC)[C:35]1[CH:40]=[N:39][CH:38]=[CH:37][N:36]=1)CCC, predict the reaction product. The product is: [CH3:13][C:14]1[CH:19]=[C:18]([C:2]2[N:7]=[C:6]([C:8]([O:10][CH3:11])=[O:9])[C:5]([C:35]3[CH:40]=[N:39][CH:38]=[CH:37][N:36]=3)=[N:4][CH:3]=2)[CH:17]=[N:16][CH:15]=1. (2) Given the reactants [S:1]([O-:5])([OH:4])(=[O:3])=[O:2].[Cs+:6].[NH:7]1[CH:11]=[N:10][N:9]=[N:8]1, predict the reaction product. The product is: [S:1]([O-:5])([OH:4])(=[O:3])=[O:2].[Cs+:6].[NH:7]1[CH:11]=[N:10][N:9]=[N:8]1. (3) Given the reactants [CH3:1][N:2]1[C:10]2[C:5](=[CH:6][C:7]([O:11][CH2:12][CH2:13][CH2:14][O:15][C:16]3[CH:17]=[C:18]4[C:22](=[CH:23][CH:24]=3)[C@H:21]([CH2:25][C:26]([O:28]CC)=[O:27])[CH2:20][CH2:19]4)=[CH:8][CH:9]=2)[CH:4]=[CH:3]1.O[Li].O, predict the reaction product. The product is: [CH3:1][N:2]1[C:10]2[C:5](=[CH:6][C:7]([O:11][CH2:12][CH2:13][CH2:14][O:15][C:16]3[CH:17]=[C:18]4[C:22](=[CH:23][CH:24]=3)[C@H:21]([CH2:25][C:26]([OH:28])=[O:27])[CH2:20][CH2:19]4)=[CH:8][CH:9]=2)[CH:4]=[CH:3]1.